Predict the reactants needed to synthesize the given product. From a dataset of Full USPTO retrosynthesis dataset with 1.9M reactions from patents (1976-2016). Given the product [Cl:16][C:11]1[N:10]=[C:9]([NH:8][C:2]2[CH:3]=[N:4][CH:5]=[CH:6][CH:7]=2)[C:14]([CH3:15])=[CH:13][N:12]=1, predict the reactants needed to synthesize it. The reactants are: Br[C:2]1[CH:3]=[N:4][CH:5]=[CH:6][CH:7]=1.[NH2:8][C:9]1[C:14]([CH3:15])=[CH:13][N:12]=[C:11]([Cl:16])[N:10]=1.C(=O)([O-])[O-].[Cs+].[Cs+].